This data is from NCI-60 drug combinations with 297,098 pairs across 59 cell lines. The task is: Regression. Given two drug SMILES strings and cell line genomic features, predict the synergy score measuring deviation from expected non-interaction effect. (1) Drug 1: COC1=CC(=CC(=C1O)OC)C2C3C(COC3=O)C(C4=CC5=C(C=C24)OCO5)OC6C(C(C7C(O6)COC(O7)C8=CC=CS8)O)O. Drug 2: C1C(C(OC1N2C=C(C(=O)NC2=O)F)CO)O. Cell line: K-562. Synergy scores: CSS=53.2, Synergy_ZIP=-4.60, Synergy_Bliss=-4.12, Synergy_Loewe=3.55, Synergy_HSA=4.95. (2) Drug 1: C1=CC(=CC=C1CCC2=CNC3=C2C(=O)NC(=N3)N)C(=O)NC(CCC(=O)O)C(=O)O. Drug 2: C(CN)CNCCSP(=O)(O)O. Cell line: DU-145. Synergy scores: CSS=21.2, Synergy_ZIP=-1.79, Synergy_Bliss=2.79, Synergy_Loewe=-18.6, Synergy_HSA=2.92.